From a dataset of Forward reaction prediction with 1.9M reactions from USPTO patents (1976-2016). Predict the product of the given reaction. (1) Given the reactants [C:1]([O:4][CH2:5][C@@H:6]1[C@@H:11]([O:12][C:13](=[O:15])[CH3:14])[C@H:10]([OH:16])[C@H:9]([OH:17])[C@@H:8]([C:18]2[CH:23]=[CH:22][C:21]([O:24][CH3:25])=[C:20]([O:26][S:27]([C:30]([F:33])([F:32])[F:31])(=[O:29])=[O:28])[CH:19]=2)[O:7]1)(=[O:3])[CH3:2].N1[CH:39]=[CH:38]C=CC=1.[C:40](OC(=O)C)(=[O:42])[CH3:41].[OH2:47], predict the reaction product. The product is: [C:1]([O:4][CH2:5][C@@H:6]1[C@@H:11]([O:12][C:13](=[O:15])[CH3:14])[C@H:10]([O:16][C:40](=[O:42])[CH3:41])[C@H:9]([O:17][C:38](=[O:47])[CH3:39])[C@@H:8]([C:18]2[CH:23]=[CH:22][C:21]([O:24][CH3:25])=[C:20]([O:26][S:27]([C:30]([F:31])([F:32])[F:33])(=[O:28])=[O:29])[CH:19]=2)[O:7]1)(=[O:3])[CH3:2]. (2) The product is: [C:27]([NH:1][C:2]1[S:17][C:5]2[CH2:6][N:7]([C:10]([O:12][C:13]([CH3:14])([CH3:15])[CH3:16])=[O:11])[CH2:8][CH2:9][C:4]=2[C:3]=1[C:18]#[N:19])(=[O:29])[CH3:28]. Given the reactants [NH2:1][C:2]1[S:17][C:5]2[CH2:6][N:7]([C:10]([O:12][C:13]([CH3:16])([CH3:15])[CH3:14])=[O:11])[CH2:8][CH2:9][C:4]=2[C:3]=1[C:18]#[N:19].C(N(CC)CC)C.[C:27](OC(=O)C)(=[O:29])[CH3:28], predict the reaction product. (3) Given the reactants Cl.Cl.Cl.[CH3:4][N:5]1[CH2:10][CH2:9][N:8]([C:11]2[CH:16]=[CH:15][C:14]([CH:17]3[CH2:22][CH2:21][CH2:20][NH:19][CH2:18]3)=[CH:13][CH:12]=2)[CH2:7][CH2:6]1.C(N(CC)CC)C.Cl[C:31]1[N:36]([CH3:37])[C:35](=[O:38])[CH:34]=[C:33]([C:39]2[CH:44]=[CH:43][N:42]=[CH:41][CH:40]=2)[N:32]=1, predict the reaction product. The product is: [CH3:37][N:36]1[C:35](=[O:38])[CH:34]=[C:33]([C:39]2[CH:44]=[CH:43][N:42]=[CH:41][CH:40]=2)[N:32]=[C:31]1[N:19]1[CH2:20][CH2:21][CH2:22][CH:17]([C:14]2[CH:13]=[CH:12][C:11]([N:8]3[CH2:9][CH2:10][N:5]([CH3:4])[CH2:6][CH2:7]3)=[CH:16][CH:15]=2)[CH2:18]1. (4) Given the reactants [C:1]([C:3]1[CH:4]=[CH:5][C:6]([F:12])=[C:7](B(O)O)[CH:8]=1)#[N:2].Br[C:14]1[CH:15]=[C:16]([CH2:20][N:21]2[CH2:26][CH2:25][N:24]([C:27]([O:29][CH2:30][C:31]3[CH:36]=[CH:35][CH:34]=[CH:33][CH:32]=3)=[O:28])[C@@H:23]([CH3:37])[CH2:22]2)[CH:17]=[CH:18][CH:19]=1.C([O-])([O-])=O.[K+].[K+], predict the reaction product. The product is: [C:1]([C:3]1[CH:4]=[CH:5][C:6]([F:12])=[C:7]([C:18]2[CH:19]=[CH:14][CH:15]=[C:16]([CH2:20][N:21]3[CH2:26][CH2:25][N:24]([C:27]([O:29][CH2:30][C:31]4[CH:36]=[CH:35][CH:34]=[CH:33][CH:32]=4)=[O:28])[C@@H:23]([CH3:37])[CH2:22]3)[CH:17]=2)[CH:8]=1)#[N:2]. (5) Given the reactants [C:1]([C:3]1[CH:4]=[C:5]([CH:7]=[CH:8][CH:9]=1)[NH2:6])#[CH:2].C(N(CC)CC)C.[F:17][C:18]([F:29])([F:28])[C:19](O[C:19](=[O:20])[C:18]([F:29])([F:28])[F:17])=[O:20], predict the reaction product. The product is: [C:1]([C:3]1[CH:4]=[C:5]([NH:6][C:19](=[O:20])[C:18]([F:29])([F:28])[F:17])[CH:7]=[CH:8][CH:9]=1)#[CH:2]. (6) Given the reactants C([Si](C)(C)[O:6][CH:7]1[CH2:12][CH2:11][CH:10]([N:13]2[CH2:17][CH2:16][CH2:15][C:14]2=[O:18])[CH2:9][CH2:8]1)(C)(C)C.Br[CH2:22][C:23]1[O:24][C:25]2[CH:32]=[CH:31][CH:30]=[CH:29][C:26]=2[C:27]=1[CH3:28], predict the reaction product. The product is: [OH:6][CH:7]1[CH2:8][CH2:9][CH:10]([N:13]2[CH2:17][CH2:16][CH:15]([CH2:22][C:23]3[O:24][C:25]4[CH:32]=[CH:31][CH:30]=[CH:29][C:26]=4[C:27]=3[CH3:28])[C:14]2=[O:18])[CH2:11][CH2:12]1. (7) Given the reactants [NH2:1][C:2]1[CH:3]=[CH:4][C:5]([CH3:26])=[C:6]([N:8]2[CH2:25][CH2:24][C:11]3[N:12]=[C:13]([NH:16][C:17]4[CH:22]=[CH:21][C:20]([Cl:23])=[CH:19][CH:18]=4)[N:14]=[CH:15][C:10]=3[CH2:9]2)[CH:7]=1.[F:27][C:28]([F:39])([F:38])[C:29]1[CH:30]=[C:31]([CH:35]=[CH:36][CH:37]=1)[C:32](O)=[O:33].CCN(C(C)C)C(C)C.F[P-](F)(F)(F)(F)F.N1(OC(N(C)C)=[N+](C)C)C2N=CC=CC=2N=N1, predict the reaction product. The product is: [Cl:23][C:20]1[CH:21]=[CH:22][C:17]([NH:16][C:13]2[N:14]=[CH:15][C:10]3[CH2:9][N:8]([C:6]4[CH:7]=[C:2]([NH:1][C:32](=[O:33])[C:31]5[CH:35]=[CH:36][CH:37]=[C:29]([C:28]([F:27])([F:38])[F:39])[CH:30]=5)[CH:3]=[CH:4][C:5]=4[CH3:26])[CH2:25][CH2:24][C:11]=3[N:12]=2)=[CH:18][CH:19]=1.